From a dataset of NCI-60 drug combinations with 297,098 pairs across 59 cell lines. Regression. Given two drug SMILES strings and cell line genomic features, predict the synergy score measuring deviation from expected non-interaction effect. Drug 1: CC1=C(C=C(C=C1)NC2=NC=CC(=N2)N(C)C3=CC4=NN(C(=C4C=C3)C)C)S(=O)(=O)N.Cl. Drug 2: C#CCC(CC1=CN=C2C(=N1)C(=NC(=N2)N)N)C3=CC=C(C=C3)C(=O)NC(CCC(=O)O)C(=O)O. Cell line: HT29. Synergy scores: CSS=2.77, Synergy_ZIP=-5.46, Synergy_Bliss=-10.3, Synergy_Loewe=-36.8, Synergy_HSA=-12.7.